Dataset: HIV replication inhibition screening data with 41,000+ compounds from the AIDS Antiviral Screen. Task: Binary Classification. Given a drug SMILES string, predict its activity (active/inactive) in a high-throughput screening assay against a specified biological target. (1) The molecule is O=P1(Oc2ccccc2)Cc2cnccc2CN1. The result is 0 (inactive). (2) The molecule is C[N+]12CCCc3cccc(c31)CCC2. The result is 0 (inactive).